Task: Predict which catalyst facilitates the given reaction.. Dataset: Catalyst prediction with 721,799 reactions and 888 catalyst types from USPTO (1) Product: [F:17][C:18]1[CH:19]=[C:20]([CH:24]=[C:25]([F:27])[CH:26]=1)[C:21]([NH2:1])=[O:22]. The catalyst class is: 42. Reactant: [NH2:1][C@@H]1C2CCN(CC2)[C@H]1CC1C=NC=CC=1.[F:17][C:18]1[CH:19]=[C:20]([CH:24]=[C:25]([F:27])[CH:26]=1)[C:21](O)=[O:22].C(N(CC)CC)C. (2) Reactant: [C:1]([O:4][CH:5]([N:7]1[C:11]2[CH:12]=[CH:13][CH:14]=[CH:15][C:10]=2[N:9]=[C:8]1[S:16][CH2:17][C:18]1[C:23]([CH3:24])=[C:22]([O:25][CH2:26][C:27]([F:30])([F:29])[F:28])[CH:21]=[CH:20][N:19]=1)[CH3:6])(=[O:3])[CH3:2].ClC1C=C(C=CC=1)C(OO)=[O:36].O. Product: [C:1]([O:4][CH:5]([N:7]1[C:11]2[CH:12]=[CH:13][CH:14]=[CH:15][C:10]=2[N:9]=[C:8]1[S:16]([CH2:17][C:18]1[C:23]([CH3:24])=[C:22]([O:25][CH2:26][C:27]([F:29])([F:28])[F:30])[CH:21]=[CH:20][N:19]=1)=[O:36])[CH3:6])(=[O:3])[CH3:2]. The catalyst class is: 11. (3) Reactant: [C:1]([O:5][C:6]([NH:8][CH2:9][C:10]1[CH:15]=[CH:14][C:13]([C:16]#[C:17][CH:18]2[CH2:23][CH2:22][CH2:21][CH2:20][CH2:19]2)=[CH:12][CH:11]=1)=[O:7])([CH3:4])([CH3:3])[CH3:2]. Product: [C:1]([O:5][C:6]([NH:8][CH2:9][C:10]1[CH:11]=[CH:12][C:13](/[CH:16]=[CH:17]\[CH:18]2[CH2:19][CH2:20][CH2:21][CH2:22][CH2:23]2)=[CH:14][CH:15]=1)=[O:7])([CH3:4])([CH3:2])[CH3:3]. The catalyst class is: 99. (4) Reactant: [NH:1]1[C:9]2[C:4](=[CH:5][CH:6]=[CH:7][N:8]=2)[CH:3]=[CH:2]1.C1N2CN3CN(C2)CN1C3.[C:20](O)(=[O:22])C. Product: [NH:1]1[C:9]2=[N:8][CH:7]=[CH:6][CH:5]=[C:4]2[C:3]([CH:20]=[O:22])=[CH:2]1. The catalyst class is: 6. (5) Reactant: [S:1]1[CH:5]=[CH:4][N:3]=[C:2]1[CH:6]=[CH:7][C:8]([OH:10])=O.C(N1C=CN=C1)(N1C=CN=C1)=O.[Cl-].[Mg+2].[Cl-].[K+].[C:27]([O:33][CH3:34])(=[O:32])[CH2:28]C([O-])=O.Cl. Product: [O:10]=[C:8]([CH:7]=[CH:6][C:2]1[S:1][CH:5]=[CH:4][N:3]=1)[CH2:28][C:27]([O:33][CH3:34])=[O:32]. The catalyst class is: 3. (6) Reactant: [CH3:1][NH:2][CH2:3][CH2:4][C@H:5]([O:11][C:12]1[C:21]2[C:16](=[CH:17][CH:18]=[CH:19][CH:20]=2)[CH:15]=[CH:14][CH:13]=1)[C:6]1[S:10][CH:9]=[CH:8][CH:7]=1.[ClH:22].C1(C)C=CC=CC=1. Product: [CH3:1][NH:2][CH2:3][CH2:4][C@H:5]([O:11][C:12]1[C:21]2[C:16](=[CH:17][CH:18]=[CH:19][CH:20]=2)[CH:15]=[CH:14][CH:13]=1)[C:6]1[S:10][CH:9]=[CH:8][CH:7]=1.[ClH:22]. The catalyst class is: 11. (7) Reactant: [Cl:1][C:2]1[CH:29]=[C:28]([F:30])[C:27]([F:31])=[CH:26][C:3]=1[C:4]([NH:6][C:7](=[O:25])[NH:8][C:9]1[CH:14]=[C:13]([F:15])[CH:12]=[CH:11][C:10]=1[N:16]1[CH2:21][CH2:20][CH:19]([C:22]([OH:24])=[O:23])[CH2:18][CH2:17]1)=[O:5].[OH-].[Na+:33].O. The catalyst class is: 32. Product: [Na+:33].[Cl:1][C:2]1[CH:29]=[C:28]([F:30])[C:27]([F:31])=[CH:26][C:3]=1[C:4]([NH:6][C:7](=[O:25])[NH:8][C:9]1[CH:14]=[C:13]([F:15])[CH:12]=[CH:11][C:10]=1[N:16]1[CH2:17][CH2:18][CH:19]([C:22]([O-:24])=[O:23])[CH2:20][CH2:21]1)=[O:5]. (8) Reactant: [OH:1][CH:2]1[CH2:7][CH2:6][N:5]([C:8]([O:10][C:11]([CH3:14])([CH3:13])[CH3:12])=[O:9])[CH2:4][CH2:3]1.C1C=CC(P(C2C=CC=CC=2)C2C=CC=CC=2)=CC=1.[CH2:34]([O:41][C:42]1[CH:47]=[CH:46][C:45](O)=[CH:44][CH:43]=1)[C:35]1[CH:40]=[CH:39][CH:38]=[CH:37][CH:36]=1.CCOC(/N=N/C(OCC)=O)=O. Product: [CH2:34]([O:41][C:42]1[CH:47]=[CH:46][C:45]([O:1][CH:2]2[CH2:3][CH2:4][N:5]([C:8]([O:10][C:11]([CH3:14])([CH3:13])[CH3:12])=[O:9])[CH2:6][CH2:7]2)=[CH:44][CH:43]=1)[C:35]1[CH:40]=[CH:39][CH:38]=[CH:37][CH:36]=1. The catalyst class is: 1. (9) Reactant: [H-].[Na+].[F:3][C:4]1[C:5]([N+:19]([O-:21])=[O:20])=[C:6]2[C:11](=[CH:12][CH:13]=1)[NH:10][C:9](=[O:14])[C:8]([CH2:15][CH2:16][CH3:17])=[C:7]2[OH:18].[CH:22]1([CH2:26]CBr)[CH2:25][CH2:24][CH2:23]1. Product: [CH:22]1([CH2:26][O:18][C:7]2[C:6]3[C:11](=[CH:12][CH:13]=[C:4]([F:3])[C:5]=3[N+:19]([O-:21])=[O:20])[NH:10][C:9](=[O:14])[C:8]=2[CH2:15][CH2:16][CH3:17])[CH2:25][CH2:24][CH2:23]1. The catalyst class is: 3. (10) Reactant: [Cl:1][C:2]1[CH:7]=[CH:6][C:5]([NH:8][C:9](=[O:26])[NH:10][C:11]2[S:15][C:14]3[CH2:16][C@H:17]4[N:21]([CH3:22])[C@@H:20]([C:13]=3[C:12]=2[C:23]([NH2:25])=[O:24])[CH2:19][CH2:18]4)=[CH:4][CH:3]=1. Product: [ClH:1].[Cl:1][C:2]1[CH:7]=[CH:6][C:5]([NH:8][C:9](=[O:26])[NH:10][C:11]2[S:15][C:14]3[CH2:16][C@H:17]4[N:21]([CH3:22])[C@@H:20]([C:13]=3[C:12]=2[C:23]([NH2:25])=[O:24])[CH2:19][CH2:18]4)=[CH:4][CH:3]=1. The catalyst class is: 5.